Dataset: Peptide-MHC class I binding affinity with 185,985 pairs from IEDB/IMGT. Task: Regression. Given a peptide amino acid sequence and an MHC pseudo amino acid sequence, predict their binding affinity value. This is MHC class I binding data. (1) The peptide sequence is RIYRKGNPL. The MHC is HLA-C04:01 with pseudo-sequence HLA-C04:01. The binding affinity (normalized) is 0.213. (2) The MHC is HLA-B53:01 with pseudo-sequence HLA-B53:01. The binding affinity (normalized) is 0.0445. The peptide sequence is VPFVVFLVA. (3) The peptide sequence is LSPILAEEL. The MHC is Mamu-A02 with pseudo-sequence Mamu-A02. The binding affinity (normalized) is 0.164. (4) The peptide sequence is GRAAVCGKY. The MHC is HLA-B27:05 with pseudo-sequence HLA-B27:05. The binding affinity (normalized) is 0.680. (5) The binding affinity (normalized) is 0.396. The peptide sequence is RLYDYFTRVT. The MHC is HLA-A02:06 with pseudo-sequence HLA-A02:06.